Task: Predict the product of the given reaction.. Dataset: Forward reaction prediction with 1.9M reactions from USPTO patents (1976-2016) (1) Given the reactants [CH2:1]([O:19][C:20]1[CH:25]=[CH:24][CH:23]=[CH:22][CH:21]=1)[CH2:2][CH2:3][CH2:4][CH2:5][CH2:6][CH2:7][CH2:8][CH2:9][CH2:10][CH2:11][CH2:12][CH2:13][CH2:14][CH2:15][CH2:16][CH:17]=[CH2:18].[Cl:26][SiH:27]([Cl:29])[Cl:28], predict the reaction product. The product is: [O:19]([CH2:1][CH2:2][CH2:3][CH2:4][CH2:5][CH2:6][CH2:7][CH2:8][CH2:9][CH2:10][CH2:11][CH2:12][CH2:13][CH2:14][CH2:15][CH2:16][CH2:17][CH2:18][Si:27]([Cl:29])([Cl:28])[Cl:26])[C:20]1[CH:21]=[CH:22][CH:23]=[CH:24][CH:25]=1. (2) Given the reactants [Si]([O:8][CH2:9][C:10]1[C:11]([C:16](=O)/[CH:17]=[CH:18]/[N:19](C)C)=[N:12][CH:13]=[CH:14][CH:15]=1)(C(C)(C)C)(C)C.Cl.[NH:24]([CH2:26][C:27]([O:29][CH2:30][CH3:31])=[O:28])N.Cl, predict the reaction product. The product is: [OH:8][CH2:9][C:10]1[C:11]([C:16]2[N:24]([CH2:26][C:27]([O:29][CH2:30][CH3:31])=[O:28])[N:19]=[CH:18][CH:17]=2)=[N:12][CH:13]=[CH:14][CH:15]=1.